Dataset: Catalyst prediction with 721,799 reactions and 888 catalyst types from USPTO. Task: Predict which catalyst facilitates the given reaction. (1) Product: [Br:1][C:2]1[CH:3]=[N:4][N:5]([CH2:12][O:13][CH2:14][CH2:15][Si:16]([CH3:19])([CH3:18])[CH3:17])[C:6]=1[CH:7]=[O:8]. The catalyst class is: 1. Reactant: [Br:1][C:2]1[CH:3]=[N:4][NH:5][C:6]=1[CH:7]=[O:8].[H-].[Na+].Cl[CH2:12][O:13][CH2:14][CH2:15][Si:16]([CH3:19])([CH3:18])[CH3:17].C([O-])(O)=O.[Na+]. (2) Reactant: [Br:1][C:2]1[CH:22]=[CH:21][C:5]([CH2:6][NH:7][CH2:8][C:9]2[CH:13]=[C:12]([C:14]([CH3:17])([CH3:16])[CH3:15])[S:11][C:10]=2[C:18](O)=[O:19])=[C:4]([F:23])[CH:3]=1.S(Cl)(Cl)=O. Product: [Br:1][C:2]1[CH:22]=[CH:21][C:5]([CH2:6][N:7]2[CH2:8][C:9]3[CH:13]=[C:12]([C:14]([CH3:17])([CH3:16])[CH3:15])[S:11][C:10]=3[C:18]2=[O:19])=[C:4]([F:23])[CH:3]=1. The catalyst class is: 2. (3) Reactant: C(OC([N:8]1[CH2:13][CH2:12][N:11]([C:14]2[CH:19]=[CH:18][C:17]([Cl:20])=[CH:16][C:15]=2[C:21]([O:23][CH3:24])=[O:22])[CH2:10][CH2:9]1)=O)(C)(C)C.FC(F)(F)C(O)=O. Product: [CH3:24][O:23][C:21](=[O:22])[C:15]1[CH:16]=[C:17]([Cl:20])[CH:18]=[CH:19][C:14]=1[N:11]1[CH2:12][CH2:13][NH:8][CH2:9][CH2:10]1. The catalyst class is: 4. (4) Reactant: [CH3:1][O:2][C:3](=[O:16])[C:4](N=N[C:4]([CH3:6])([CH3:5])[C:3]([O:2][CH3:1])=[O:16])([CH3:6])[CH3:5].[C:17]([O:22][CH2:23][CH2:24][O:25][C:26]1[CH:31]=[CH:30][CH:29]=[CH:28][CH:27]=1)(=[O:21])[C:18]([CH3:20])=[CH2:19].[C:32]([OH:37])(=[O:36])[C:33]([CH3:35])=[CH2:34].C(OC)(=O)C(C)=C. Product: [C:17]([O:22][CH2:23][CH2:24][O:25][C:26]1[CH:27]=[CH:28][CH:29]=[CH:30][CH:31]=1)(=[O:21])[C:18]([CH3:20])=[CH2:19].[C:3]([O:2][CH3:1])(=[O:16])[C:4]([CH3:6])=[CH2:5].[C:32]([OH:37])(=[O:36])[C:33]([CH3:35])=[CH2:34]. The catalyst class is: 311. (5) Reactant: [C:1]([O:5][C:6](=[O:30])[NH:7][CH2:8][C:9]1([C:24]2[CH:29]=[CH:28][CH:27]=[CH:26][CH:25]=2)[CH2:14][CH2:13][N:12](CC2C=CC(OC)=CC=2)[CH2:11][CH2:10]1)([CH3:4])([CH3:3])[CH3:2].Cl[C:32]([O:34][CH:35]([Cl:37])[CH3:36])=[O:33]. Product: [Cl:37][CH:35]([O:34][C:32]([N:12]1[CH2:13][CH2:14][C:9]([CH2:8][NH:7][C:6]([O:5][C:1]([CH3:4])([CH3:3])[CH3:2])=[O:30])([C:24]2[CH:29]=[CH:28][CH:27]=[CH:26][CH:25]=2)[CH2:10][CH2:11]1)=[O:33])[CH3:36]. The catalyst class is: 2.